The task is: Predict the reaction yield, written as a fraction of the theoretical maximum amount of product (1.0 means a 100% yield; for example, 0.34 means a 34% yield).. This data is from Reaction yield outcomes from USPTO patents with 853,638 reactions. The reactants are [CH3:1][S:2]([NH:5][C:6]1[CH:21]=[CH:20][C:9]2[NH:10][C:11]([CH2:16][C:17]([OH:19])=O)=[N:12][S:13](=[O:15])(=[O:14])[C:8]=2[CH:7]=1)(=[O:4])=[O:3].[CH2:22]([O:24][C:25]([CH:27]1[CH2:32][CH2:31][CH2:30][CH2:29][CH:28]1[NH:33][CH:34]1[CH2:39][CH2:38][CH2:37][CH2:36][CH2:35]1)=[O:26])[CH3:23].Cl.CN(C)CCCN=C=NCC.CN1CCOCC1.Cl. The catalyst is CN(C)C=O. The product is [CH2:22]([O:24][C:25]([CH:27]1[CH2:32][CH2:31][CH2:30][CH2:29][CH:28]1[N:33]([CH:34]1[CH2:39][CH2:38][CH2:37][CH2:36][CH2:35]1)[C:17](=[O:19])[CH2:16][C:11]1[NH:10][C:9]2[CH:20]=[CH:21][C:6]([NH:5][S:2]([CH3:1])(=[O:3])=[O:4])=[CH:7][C:8]=2[S:13](=[O:14])(=[O:15])[N:12]=1)=[O:26])[CH3:23]. The yield is 0.845.